From a dataset of Catalyst prediction with 721,799 reactions and 888 catalyst types from USPTO. Predict which catalyst facilitates the given reaction. Reactant: Cl.[C:2]1([C:8]2[O:9][C:10]3[CH2:15][CH2:14][NH:13][CH2:12][C:11]=3[N:16]=2)[CH:7]=[CH:6][CH:5]=[CH:4][CH:3]=1.Cl[C:18]1[C:23]([C:24]#[N:25])=[CH:22][CH:21]=[CH:20][N:19]=1.CCN(C(C)C)C(C)C. Product: [C:2]1([C:8]2[O:9][C:10]3[CH2:15][CH2:14][N:13]([C:18]4[N:19]=[CH:20][CH:21]=[CH:22][C:23]=4[C:24]#[N:25])[CH2:12][C:11]=3[N:16]=2)[CH:3]=[CH:4][CH:5]=[CH:6][CH:7]=1. The catalyst class is: 3.